From a dataset of Catalyst prediction with 721,799 reactions and 888 catalyst types from USPTO. Predict which catalyst facilitates the given reaction. (1) Reactant: [Br-:1].[Br:2][CH2:3][CH2:4][CH2:5][CH2:6][CH2:7][CH2:8][N+:9]([CH3:19])([CH3:18])[CH2:10][CH2:11][CH2:12][C:13]([O:15][CH2:16][CH3:17])=[O:14].[N:20]1[C:30]2[C:25](=[CH:26][CH:27]=[CH:28][CH:29]=2)[C:23]([CH3:24])=[CH:22][CH:21]=1. Product: [Br-:2].[Br-:1].[CH3:18][N+:9]([CH3:19])([CH2:10][CH2:11][CH2:12][C:13]([O:15][CH2:16][CH3:17])=[O:14])[CH2:8][CH2:7][CH2:6][CH2:5][CH2:4][CH2:3][N+:20]1[C:30]2[C:25](=[CH:26][CH:27]=[CH:28][CH:29]=2)[C:23]([CH3:24])=[CH:22][CH:21]=1. The catalyst class is: 13. (2) Reactant: [C:1]1([CH:7]([C:33]2[CH:38]=[CH:37][CH:36]=[CH:35][CH:34]=2)[CH2:8][NH:9][C:10]2[N:18]=[C:17]([NH:19][NH2:20])[N:16]=[C:15]3[C:11]=2[N:12]=[CH:13][N:14]3[C@@H:21]2[CH2:25][C@H:24]([NH:26][C:27](=[O:30])[CH2:28][CH3:29])[C@@H:23]([OH:31])[C@H:22]2[OH:32])[CH:6]=[CH:5][CH:4]=[CH:3][CH:2]=1.[CH:39]1([CH:45]=O)[CH2:44][CH2:43][CH2:42][CH2:41][CH2:40]1. Product: [CH:39]1([CH:45]=[N:20][NH:19][C:17]2[N:16]=[C:15]3[C:11]([N:12]=[CH:13][N:14]3[C@@H:21]3[CH2:25][C@H:24]([NH:26][C:27](=[O:30])[CH2:28][CH3:29])[C@@H:23]([OH:31])[C@H:22]3[OH:32])=[C:10]([NH:9][CH2:8][CH:7]([C:1]3[CH:2]=[CH:3][CH:4]=[CH:5][CH:6]=3)[C:33]3[CH:38]=[CH:37][CH:36]=[CH:35][CH:34]=3)[N:18]=2)[CH2:44][CH2:43][CH2:42][CH2:41][CH2:40]1. The catalyst class is: 5.